From a dataset of Full USPTO retrosynthesis dataset with 1.9M reactions from patents (1976-2016). Predict the reactants needed to synthesize the given product. (1) The reactants are: [N:1]1[CH:2]=[N:3][N:4]2[CH:9]=[CH:8][C:7]([C:10]([O:12]C)=[O:11])=[CH:6][C:5]=12.[Li+].[OH-].Cl. Given the product [N:1]1[CH:2]=[N:3][N:4]2[CH:9]=[CH:8][C:7]([C:10]([OH:12])=[O:11])=[CH:6][C:5]=12, predict the reactants needed to synthesize it. (2) Given the product [Br:1][C:2]1[CH:3]=[C:4]([I:9])[C:5]([NH2:8])=[N:6][CH:7]=1, predict the reactants needed to synthesize it. The reactants are: [Br:1][C:2]1[CH:3]=[CH:4][C:5]([NH2:8])=[N:6][CH:7]=1.[I:9]([O-])(=O)=O.[K+].[I-].[K+]. (3) Given the product [F:23][CH2:22][CH2:21][N:19]1[CH:20]=[C:16]([C:15](=[O:25])[C:14]([C:10]2[CH:11]=[CH:12][CH:13]=[C:8]([C:7]3[C:2]([F:1])=[N:3][CH:4]=[CH:5][CH:6]=3)[CH:9]=2)=[O:41])[CH:17]=[N:18]1, predict the reactants needed to synthesize it. The reactants are: [F:1][C:2]1[C:7]([C:8]2[CH:13]=[CH:12][CH:11]=[C:10]([C:14]#[C:15][C:16]3[CH:17]=[N:18][N:19]([CH2:21][CH2:22][F:23])[CH:20]=3)[CH:9]=2)=[CH:6][CH:5]=[CH:4][N:3]=1.C([O-])(O)=[O:25].[Na+].[O-]S([O-])(=O)=O.[Mg+2].[Mn]([O-])(=O)(=O)=O.[K+].[OH2:41]. (4) Given the product [Cl:1][C:2]1[N:11]=[C:10]([NH2:14])[C:9]2[C:4](=[CH:5][CH:6]=[C:7]([CH3:13])[CH:8]=2)[N:3]=1, predict the reactants needed to synthesize it. The reactants are: [Cl:1][C:2]1[N:11]=[C:10](Cl)[C:9]2[C:4](=[CH:5][CH:6]=[C:7]([CH3:13])[CH:8]=2)[N:3]=1.[NH3:14]. (5) Given the product [CH3:25][C@H:20]1[NH:21][C@@H:22]([CH3:24])[CH2:23][N:18]([C:16]2[CH:15]=[CH:14][C:13]([O:26][CH3:27])=[C:12]([NH:11][S:8]([C:5]3[CH:6]=[CH:7][C:2]([C:30]4[CH:31]=[CH:32][S:28][CH:29]=4)=[CH:3][CH:4]=3)(=[O:10])=[O:9])[CH:17]=2)[CH2:19]1, predict the reactants needed to synthesize it. The reactants are: Br[C:2]1[CH:7]=[CH:6][C:5]([S:8]([NH:11][C:12]2[CH:17]=[C:16]([N:18]3[CH2:23][C@H:22]([CH3:24])[NH:21][C@H:20]([CH3:25])[CH2:19]3)[CH:15]=[CH:14][C:13]=2[O:26][CH3:27])(=[O:10])=[O:9])=[CH:4][CH:3]=1.[S:28]1[CH:32]=[CH:31][C:30](B(O)O)=[CH:29]1.CC(C)([O-])C.[K+].C1(C)C=CC=CC=1.